The task is: Predict which catalyst facilitates the given reaction.. This data is from Catalyst prediction with 721,799 reactions and 888 catalyst types from USPTO. (1) Reactant: [H-].[H-].[H-].[H-].[Li+].[Al+3].[CH2:7]([N:14]1[C:21](=O)[CH2:20][CH:19]2[CH2:23][CH:15]1[CH2:16][C:17]1[CH:27]=[CH:26][CH:25]=[N:24][C:18]=12)[C:8]1[CH:13]=[CH:12][CH:11]=[CH:10][CH:9]=1. Product: [CH2:7]([N:14]1[CH2:21][CH2:20][CH:19]2[CH2:23][CH:15]1[CH2:16][C:17]1[CH:27]=[CH:26][CH:25]=[N:24][C:18]=12)[C:8]1[CH:13]=[CH:12][CH:11]=[CH:10][CH:9]=1. The catalyst class is: 7. (2) Reactant: [CH3:1][C:2]1[S:6][C:5]([C:7]([OH:9])=O)=[CH:4][C:3]=1[C:10]1[N:14]([CH3:15])[N:13]=[CH:12][CH:11]=1.[NH2:16][C@@H:17]([CH2:30][C:31]1[CH:36]=[CH:35][CH:34]=[CH:33][C:32]=1[C:37]([F:40])([F:39])[F:38])[CH2:18][N:19]1[C:27](=[O:28])[C:26]2[C:21](=[CH:22][CH:23]=[CH:24][CH:25]=2)[C:20]1=[O:29].C1CN([P+](Br)(N2CCCC2)N2CCCC2)CC1.F[P-](F)(F)(F)(F)F.CCN(C(C)C)C(C)C. Product: [O:28]=[C:27]1[C:26]2[C:21](=[CH:22][CH:23]=[CH:24][CH:25]=2)[C:20](=[O:29])[N:19]1[CH2:18][C@@H:17]([NH:16][C:7]([C:5]1[S:6][C:2]([CH3:1])=[C:3]([C:10]2[N:14]([CH3:15])[N:13]=[CH:12][CH:11]=2)[CH:4]=1)=[O:9])[CH2:30][C:31]1[CH:36]=[CH:35][CH:34]=[CH:33][C:32]=1[C:37]([F:39])([F:38])[F:40]. The catalyst class is: 22. (3) Reactant: [CH2:1]([O:8][N:9]1[C:14]2[N:15]=[CH:16][N:17]=[CH:18][C:13]=2[C:12]([NH:19][CH2:20][C:21]2[CH:30]=[CH:29][C:28]3[C:23](=[CH:24][CH:25]=[CH:26][CH:27]=3)[CH:22]=2)=[C:11](C(OCC)=O)[C:10]1=[O:36])[C:2]1[CH:7]=[CH:6][CH:5]=[CH:4][CH:3]=1.[OH-].[Na+]. Product: [CH2:1]([O:8][N:9]1[C:14]2[N:15]=[CH:16][N:17]=[CH:18][C:13]=2[C:12]([NH:19][CH2:20][C:21]2[CH:30]=[CH:29][C:28]3[C:23](=[CH:24][CH:25]=[CH:26][CH:27]=3)[CH:22]=2)=[CH:11][C:10]1=[O:36])[C:2]1[CH:3]=[CH:4][CH:5]=[CH:6][CH:7]=1. The catalyst class is: 5. (4) Reactant: C(=O)([O-])[O-].[K+].[K+].[F:7][C:8]([F:42])([F:41])[C:9]1[CH:10]=[C:11]([CH:34]=[C:35]([C:37]([F:40])([F:39])[F:38])[CH:36]=1)[CH2:12][NH:13][CH2:14][C:15]1[C:16]([N:25]([CH2:28][CH:29]2[CH2:33][CH2:32][CH2:31][CH2:30]2)[CH2:26][CH3:27])=[N:17][C:18]2[CH2:19][CH2:20][CH2:21][CH2:22][C:23]=2[CH:24]=1.Cl[C:44]([O:46][CH3:47])=[O:45]. Product: [CH3:47][O:46][C:44](=[O:45])[N:13]([CH2:12][C:11]1[CH:10]=[C:9]([C:8]([F:41])([F:7])[F:42])[CH:36]=[C:35]([C:37]([F:40])([F:39])[F:38])[CH:34]=1)[CH2:14][C:15]1[C:16]([N:25]([CH2:28][CH:29]2[CH2:33][CH2:32][CH2:31][CH2:30]2)[CH2:26][CH3:27])=[N:17][C:18]2[CH2:19][CH2:20][CH2:21][CH2:22][C:23]=2[CH:24]=1. The catalyst class is: 1. (5) Reactant: [CH2:1]([OH:7])[CH2:2][CH2:3][CH:4]([OH:6])[CH3:5].N1C=CN=C1.[C:13]([Si:17](Cl)([C:24]1[CH:29]=[CH:28][CH:27]=[CH:26][CH:25]=1)[C:18]1[CH:23]=[CH:22][CH:21]=[CH:20][CH:19]=1)([CH3:16])([CH3:15])[CH3:14].C(OCC)C. Product: [Si:17]([O:7][CH2:1][CH2:2][CH2:3][CH:4]([CH3:5])[OH:6])([C:13]([CH3:16])([CH3:15])[CH3:14])([C:24]1[CH:25]=[CH:26][CH:27]=[CH:28][CH:29]=1)[C:18]1[CH:23]=[CH:22][CH:21]=[CH:20][CH:19]=1. The catalyst class is: 9.